From a dataset of M1 muscarinic receptor antagonist screen with 61,756 compounds. Binary Classification. Given a drug SMILES string, predict its activity (active/inactive) in a high-throughput screening assay against a specified biological target. The molecule is O=C1N(CCC1)CN(c1noc(c1)C)C(=O)c1ccccc1. The result is 0 (inactive).